This data is from Peptide-MHC class II binding affinity with 134,281 pairs from IEDB. The task is: Regression. Given a peptide amino acid sequence and an MHC pseudo amino acid sequence, predict their binding affinity value. This is MHC class II binding data. (1) The peptide sequence is DLQMVIAGAKSKFPR. The MHC is DRB1_0301 with pseudo-sequence DRB1_0301. The binding affinity (normalized) is 0.414. (2) The peptide sequence is NRATWASHIHLVIHR. The MHC is DRB3_0202 with pseudo-sequence DRB3_0202. The binding affinity (normalized) is 0.695. (3) The peptide sequence is YAHAAHAAHAAHAAHAA. The MHC is DRB3_0101 with pseudo-sequence DRB3_0101. The binding affinity (normalized) is 0.